From a dataset of Reaction yield outcomes from USPTO patents with 853,638 reactions. Predict the reaction yield, written as a fraction of the theoretical maximum amount of product (1.0 means a 100% yield; for example, 0.34 means a 34% yield). (1) The catalyst is C(O)C. The product is [Br:15][C:16]1[CH:21]=[C:20]([F:22])[CH:19]=[CH:18][C:17]=1[C@@H:23]1[N:24]=[C:25]([C:36]2[S:37][CH:38]=[CH:39][N:40]=2)[NH:26][C:27]([CH2:34][N:6]2[CH2:7][CH:3]([F:2])[C:4]([CH3:14])([CH3:13])[CH:5]2[CH2:8][CH2:9][C:10]([OH:12])=[O:11])=[C:28]1[C:29]([O:31][CH2:32][CH3:33])=[O:30]. The yield is 0.0650. The reactants are Cl.[F:2][CH:3]1[CH2:7][NH:6][CH:5]([CH2:8][CH2:9][C:10]([OH:12])=[O:11])[C:4]1([CH3:14])[CH3:13].[Br:15][C:16]1[CH:21]=[C:20]([F:22])[CH:19]=[CH:18][C:17]=1[C@H:23]1[C:28]([C:29]([O:31][CH2:32][CH3:33])=[O:30])=[C:27]([CH2:34]Br)[NH:26][C:25]([C:36]2[S:37][CH:38]=[CH:39][N:40]=2)=[N:24]1.C(=O)([O-])[O-].[K+].[K+]. (2) The reactants are [CH3:1][N:2]1[C:6]([C:7]([OH:9])=O)=[CH:5][CH:4]=[N:3]1.S(Cl)(Cl)=O.[NH2:14][C:15]1[CH:16]=[C:17]([CH:30]=[CH:31][CH:32]=1)[C:18]([C:20]1[CH:28]=[C:27]2[C:23]([CH2:24][C:25](=[O:29])[NH:26]2)=[CH:22][CH:21]=1)=[O:19]. The product is [O:29]=[C:25]1[CH2:24][C:23]2[C:27](=[CH:28][C:20]([C:18]([C:17]3[CH:16]=[C:15]([NH:14][C:7]([C:6]4[N:2]([CH3:1])[N:3]=[CH:4][CH:5]=4)=[O:9])[CH:32]=[CH:31][CH:30]=3)=[O:19])=[CH:21][CH:22]=2)[NH:26]1. The catalyst is C1COCC1. The yield is 0.560.